Dataset: Forward reaction prediction with 1.9M reactions from USPTO patents (1976-2016). Task: Predict the product of the given reaction. (1) Given the reactants [NH:1]([C:15]([O:17][CH2:18][C:19]1[CH:24]=[CH:23][CH:22]=[CH:21][CH:20]=1)=[O:16])[C@H:2]([C:12](O)=[O:13])[CH2:3][CH2:4][C:5](=[O:11])[O:6][C:7]([CH3:10])([CH3:9])[CH3:8].CN1CCOCC1.ClC(OCC)=O.[BH4-].[Na+].OS([O-])(=O)=O.[K+], predict the reaction product. The product is: [C:7]([O:6][C:5](=[O:11])[CH2:4][CH2:3][C@H:2]([NH:1][C:15]([O:17][CH2:18][C:19]1[CH:24]=[CH:23][CH:22]=[CH:21][CH:20]=1)=[O:16])[CH2:12][OH:13])([CH3:10])([CH3:8])[CH3:9]. (2) Given the reactants [C:1]([S@:5]([N:7]=[C:8]([C:10]1[N:15]=[C:14]2[CH:16]=[CH:17][N:18](C(OC(C)(C)C)=O)[C:13]2=[CH:12][CH:11]=1)[CH3:9])=[O:6])([CH3:4])([CH3:3])[CH3:2].CCC(C)[BH-](C(C)CC)C(C)CC.[Li+], predict the reaction product. The product is: [NH:18]1[C:13]2[C:14](=[N:15][C:10]([C@@H:8]([NH:7][S@@:5]([C:1]([CH3:2])([CH3:4])[CH3:3])=[O:6])[CH3:9])=[CH:11][CH:12]=2)[CH:16]=[CH:17]1. (3) Given the reactants Cl.F[C:3]1[N:8]=[C:7]([C:9]2[CH:10]=[CH:11][C:12]3[N:13]([C:15]([CH2:18][O:19][C:20]4[C:29]5[C:24](=[CH:25][C:26]([O:30][CH3:31])=[CH:27][CH:28]=5)[N:23]=[CH:22][CH:21]=4)=[N:16][N:17]=3)[CH:14]=2)[CH:6]=[CH:5][CH:4]=1.C(N(CC)CC)C.CS(C)=[O:41], predict the reaction product. The product is: [CH3:31][O:30][C:26]1[CH:25]=[C:24]2[C:29]([C:20]([O:19][CH2:18][C:15]3[N:13]4[CH:14]=[C:9]([C:7]5[NH:8][C:3](=[O:41])[CH:4]=[CH:5][CH:6]=5)[CH:10]=[CH:11][C:12]4=[N:17][N:16]=3)=[CH:21][CH:22]=[N:23]2)=[CH:28][CH:27]=1. (4) Given the reactants Cl[CH2:2][C:3](Cl)=[O:4].[Cl:6][C:7]1[CH:8]=[C:9]([NH:22][C:23]2[C:32]3[C:27](=[CH:28][CH:29]=[C:30]([O:33][CH:34]4[CH2:39][CH2:38][NH:37][CH2:36][CH2:35]4)[CH:31]=3)[N:26]=[CH:25][N:24]=2)[CH:10]=[CH:11][C:12]=1[O:13][CH2:14][C:15]1[CH:20]=[CH:19][CH:18]=[C:17]([F:21])[CH:16]=1.[CH:40]([N:43](CC)[CH:44](C)C)(C)C.CNC.O1CCOCC1, predict the reaction product. The product is: [Cl:6][C:7]1[CH:8]=[C:9]([NH:22][C:23]2[C:32]3[C:27](=[CH:28][CH:29]=[C:30]([O:33][CH:34]4[CH2:35][CH2:36][N:37]([C:3](=[O:4])[CH2:2][N:43]([CH3:44])[CH3:40])[CH2:38][CH2:39]4)[CH:31]=3)[N:26]=[CH:25][N:24]=2)[CH:10]=[CH:11][C:12]=1[O:13][CH2:14][C:15]1[CH:20]=[CH:19][CH:18]=[C:17]([F:21])[CH:16]=1. (5) The product is: [ClH:1].[Br:2][C:3]1[CH:12]=[CH:11][CH:10]=[C:9]2[C:4]=1[CH2:5][C@H:6]([CH2:14][O:15][Si:16]([C:19]([CH3:20])([CH3:22])[CH3:21])([CH3:18])[CH3:17])[NH:7][C@H:8]2[CH3:13]. Given the reactants [ClH:1].[Br:2][C:3]1[CH:12]=[CH:11][CH:10]=[C:9]2[C:4]=1[CH2:5][C@H:6]([CH2:14][O:15][Si:16]([C:19]([CH3:22])([CH3:21])[CH3:20])([CH3:18])[CH3:17])[NH:7][C@H:8]2[CH3:13], predict the reaction product. (6) Given the reactants [CH2:1]([O:8][C:9]1[C:10]([Cl:19])=[N:11][CH:12]=[C:13]([CH:18]=1)[C:14](OC)=[O:15])[C:2]1[CH:7]=[CH:6][CH:5]=[CH:4][CH:3]=1.[BH4-].[Na+].O, predict the reaction product. The product is: [CH2:1]([O:8][C:9]1[CH:18]=[C:13]([CH2:14][OH:15])[CH:12]=[N:11][C:10]=1[Cl:19])[C:2]1[CH:3]=[CH:4][CH:5]=[CH:6][CH:7]=1. (7) Given the reactants C([O:4][C@H:5]1[C@H:11]([O:12]C(=O)C)[C@@H:10]([O:16]C(=O)C)[C@:9]2([C:21]3[CH:26]=[CH:25][C:24]([Cl:27])=[C:23]([CH2:28][C:29]4[CH:34]=[CH:33][C:32]([C:35](=[N:37][O:38][CH3:39])[CH3:36])=[CH:31][CH:30]=4)[CH:22]=3)[O:20][C@@:6]1([CH2:40][O:41]C(=O)C)[CH2:7][O:8]2)(=O)C.O.[OH-].[Li+], predict the reaction product. The product is: [CH3:39][O:38][N:37]=[C:35]([C:32]1[CH:31]=[CH:30][C:29]([CH2:28][C:23]2[CH:22]=[C:21]([C@@:9]34[O:20][C@@:6]([CH2:40][OH:41])([CH2:7][O:8]3)[C@@H:5]([OH:4])[C@H:11]([OH:12])[C@H:10]4[OH:16])[CH:26]=[CH:25][C:24]=2[Cl:27])=[CH:34][CH:33]=1)[CH3:36]. (8) Given the reactants [O-]CC.[Na+].[Na].[C:6]([O:12][CH2:13][CH3:14])(=[O:11])[CH2:7][C:8]([CH3:10])=[O:9].[CH2:15]([O:22][C:23]1[CH:28]=[CH:27][C:26]([C:29](=[O:33])[CH:30](Br)C)=[CH:25][CH:24]=1)[C:16]1[CH:21]=[CH:20][CH:19]=[CH:18][CH:17]=1, predict the reaction product. The product is: [CH2:13]([O:12][C:6](=[O:11])[CH:7]([CH2:30][C:29]([C:26]1[CH:27]=[CH:28][C:23]([O:22][CH2:15][C:16]2[CH:21]=[CH:20][CH:19]=[CH:18][CH:17]=2)=[CH:24][CH:25]=1)=[O:33])[C:8](=[O:9])[CH3:10])[CH3:14]. (9) Given the reactants Cl[C:2]1[C:7]([CH:8]=[O:9])=[C:6]([Cl:10])[N:5]=[C:4]([S:11][CH3:12])[N:3]=1.[F:13][C:14]1[CH:20]=[CH:19][CH:18]=[C:17]([F:21])[C:15]=1[NH2:16].CCN(CC)CC.O, predict the reaction product. The product is: [Cl:10][C:6]1[C:7]([CH:8]=[O:9])=[C:2]([NH:16][C:15]2[C:14]([F:13])=[CH:20][CH:19]=[CH:18][C:17]=2[F:21])[N:3]=[C:4]([S:11][CH3:12])[N:5]=1.